From a dataset of Forward reaction prediction with 1.9M reactions from USPTO patents (1976-2016). Predict the product of the given reaction. (1) Given the reactants CS([O-])(=O)=O.[CH:6]1[C:15]2[C:10](=[CH:11][CH:12]=[CH:13][CH:14]=2)[CH:9]=[CH:8][C:7]=1[S+:16]1[CH2:20][CH2:19][CH2:18][CH2:17]1.CO.[F:23][C:24]([F:51])([S:47]([OH:50])(=[O:49])=[O:48])[C:25]([F:46])([F:45])[C:26]([F:44])([F:43])[C:27]([F:42])([F:41])[C:28]([F:40])([F:39])[C:29]([F:38])([F:37])[C:30]([F:36])([F:35])[C:31]([F:34])([F:33])[F:32], predict the reaction product. The product is: [F:51][C:24]([F:23])([S:47]([O-:50])(=[O:49])=[O:48])[C:25]([F:45])([F:46])[C:26]([F:44])([F:43])[C:27]([F:41])([F:42])[C:28]([F:40])([F:39])[C:29]([F:38])([F:37])[C:30]([F:36])([F:35])[C:31]([F:34])([F:33])[F:32].[CH:6]1[C:15]2[C:10](=[CH:11][CH:12]=[CH:13][CH:14]=2)[CH:9]=[CH:8][C:7]=1[S+:16]1[CH2:20][CH2:19][CH2:18][CH2:17]1. (2) Given the reactants Br[C:2]1[CH:3]=[C:4]2[N:10]=[CH:9][N:8]([CH2:11][C:12]3[CH:28]=[CH:27][C:15]4[N:16]=[C:17]([NH:19][C@@H:20]5[CH2:25][CH2:24][CH2:23][CH2:22][C@H:21]5[OH:26])[O:18][C:14]=4[CH:13]=3)[C:5]2=[N:6][CH:7]=1.O.[CH3:30][N:31](C=O)C, predict the reaction product. The product is: [OH:26][C@@H:21]1[CH2:22][CH2:23][CH2:24][CH2:25][C@H:20]1[NH:19][C:17]1[O:18][C:14]2[CH:13]=[C:12]([CH2:11][N:8]3[C:5]4=[N:6][CH:7]=[C:2]([C:30]#[N:31])[CH:3]=[C:4]4[N:10]=[CH:9]3)[CH:28]=[CH:27][C:15]=2[N:16]=1. (3) Given the reactants [N+:1]([C:4]1[CH:5]=[C:6]([CH:10]=[CH:11][C:12]=1[N+:13]([O-:15])=[O:14])[C:7](O)=[O:8])([O-:3])=[O:2], predict the reaction product. The product is: [N+:1]([C:4]1[CH:5]=[C:6]([CH2:7][OH:8])[CH:10]=[CH:11][C:12]=1[N+:13]([O-:15])=[O:14])([O-:3])=[O:2]. (4) The product is: [CH:18]1([CH2:24][N:25]2[C:29]3[CH:30]=[CH:31][C:32]([C:34]([N:4]4[CH2:5][C@H:6]([CH3:8])[O:7][C@H:2]([CH3:1])[CH2:3]4)=[O:35])=[CH:33][C:28]=3[N:27]=[C:26]2[C:37]([CH3:40])([CH3:41])[CH2:38][CH3:39])[CH2:19][CH2:20][CH2:21][CH2:22][CH2:23]1. Given the reactants [CH3:1][C@H:2]1[O:7][C@@H:6]([CH3:8])[CH2:5][NH:4][CH2:3]1.C(N(C(C)C)CC)(C)C.[CH:18]1([CH2:24][N:25]2[C:29]3[CH:30]=[CH:31][C:32]([C:34](O)=[O:35])=[CH:33][C:28]=3[N:27]=[C:26]2[C:37]([CH3:41])([CH3:40])[CH2:38][CH3:39])[CH2:23][CH2:22][CH2:21][CH2:20][CH2:19]1.CN(C(ON1N=NC2C=CC=NC1=2)=[N+](C)C)C.F[P-](F)(F)(F)(F)F, predict the reaction product. (5) Given the reactants C1(P(C2CCCCC2)C2C=CC=CC=2C2C(C(C)C)=CC(C(C)C)=CC=2C(C)C)CCCCC1.[Cl:35][C:36]1[CH:41]=[C:40]([N:42]2[CH2:47][CH2:46][O:45][CH2:44][CH2:43]2)[N:39]=[C:38]([NH2:48])[CH:37]=1.Cl[C:50]1[C:59]2[C:54](=[CH:55][C:56]([F:61])=[CH:57][C:58]=2[F:60])[N:53]=[C:52]([C:62]2[CH:67]=[C:66]([CH3:68])[CH:65]=[CH:64][N:63]=2)[C:51]=1[CH3:69].CC(C)([O-])C.[Na+], predict the reaction product. The product is: [Cl:35][C:36]1[CH:41]=[C:40]([N:42]2[CH2:47][CH2:46][O:45][CH2:44][CH2:43]2)[N:39]=[C:38]([NH:48][C:50]2[C:59]3[C:54](=[CH:55][C:56]([F:61])=[CH:57][C:58]=3[F:60])[N:53]=[C:52]([C:62]3[CH:67]=[C:66]([CH3:68])[CH:65]=[CH:64][N:63]=3)[C:51]=2[CH3:69])[CH:37]=1. (6) Given the reactants [C:1]([Cl:6])(=O)[C:2](Cl)=[O:3].[CH:7]1[CH:12]=[CH:11][C:10]([CH2:13][NH:14][CH2:15][C:16]#[N:17])=[CH:9][CH:8]=1.[ClH:18], predict the reaction product. The product is: [CH2:13]([N:14]1[CH:15]=[C:16]([Cl:18])[N:17]=[C:1]([Cl:6])[C:2]1=[O:3])[C:10]1[CH:11]=[CH:12][CH:7]=[CH:8][CH:9]=1. (7) Given the reactants [O:1]1[CH2:6][CH2:5][CH2:4][O:3][CH:2]1[C:7]1[CH:12]=[CH:11][C:10]([C:13]2[S:14][C:15]3[C:20]([N:21]=2)=[CH:19][CH:18]=[C:17]([C:22]([C:30]2[CH:35]=[CH:34][CH:33]=[CH:32][CH:31]=2)([CH2:26][CH2:27]C=C)[CH2:23][CH:24]=[CH2:25])[N:16]=3)=[C:9]([F:36])[CH:8]=1.O, predict the reaction product. The product is: [O:3]1[CH2:4][CH2:5][CH2:6][O:1][CH:2]1[C:7]1[CH:12]=[CH:11][C:10]([C:13]2[S:14][C:15]3[C:20]([N:21]=2)=[CH:19][CH:18]=[C:17]([C:22]2([C:30]4[CH:35]=[CH:34][CH:33]=[CH:32][CH:31]=4)[CH2:26][CH2:27][CH:25]=[CH:24][CH2:23]2)[N:16]=3)=[C:9]([F:36])[CH:8]=1. (8) The product is: [Cl:24][C:21]1[N:20]=[C:19]2[N:15]([CH2:14][CH:10]3[CH2:11][CH2:12][CH2:13][NH:8][CH2:9]3)[N:16]=[CH:17][C:18]2=[CH:23][N:22]=1. Given the reactants C(OC([N:8]1[CH2:13][CH2:12][CH2:11][CH:10]([CH2:14][N:15]2[C:19]3=[N:20][C:21]([Cl:24])=[N:22][CH:23]=[C:18]3[CH:17]=[N:16]2)[CH2:9]1)=O)(C)(C)C.FC(F)(F)C(O)=O, predict the reaction product.